From a dataset of Forward reaction prediction with 1.9M reactions from USPTO patents (1976-2016). Predict the product of the given reaction. (1) Given the reactants [NH2:1][C:2]1[N:3]=[CH:4][C:5]([C:8]2[C:9]([F:19])=[C:10]([OH:18])[C:11]([CH:14]3[CH2:17][CH2:16][CH2:15]3)=[CH:12][CH:13]=2)=[N:6][CH:7]=1.Br[CH2:21][C:22]1[O:26][N:25]=[C:24]([CH:27]2[CH2:29][CH2:28]2)[N:23]=1, predict the reaction product. The product is: [CH:14]1([C:11]2[CH:12]=[CH:13][C:8]([C:5]3[N:6]=[CH:7][C:2]([NH2:1])=[N:3][CH:4]=3)=[C:9]([F:19])[C:10]=2[O:18][CH2:21][C:22]2[O:26][N:25]=[C:24]([CH:27]3[CH2:29][CH2:28]3)[N:23]=2)[CH2:15][CH2:16][CH2:17]1. (2) Given the reactants [CH3:1][C:2]1[C:3](=[O:14])[O:4][C:5]2[C:10]([CH:11]=1)=[C:9]([O:12]C)[CH:8]=[CH:7][CH:6]=2.B(Br)(Br)Br, predict the reaction product. The product is: [OH:12][C:9]1[CH:8]=[CH:7][CH:6]=[C:5]2[C:10]=1[CH:11]=[C:2]([CH3:1])[C:3](=[O:14])[O:4]2. (3) Given the reactants [CH3:1][C:2]1[CH:10]=[CH:9][C:8]2[N:7]([CH2:11][CH:12]([C:14]3[CH:19]=[CH:18][N:17]=[CH:16][CH:15]=3)[OH:13])[C:6]3[CH2:20][CH2:21][NH:22][CH2:23][C:5]=3[C:4]=2[CH:3]=1.C(=O)([O-])[O-].[K+].[K+].Cl[CH2:31][C:32]([CH3:35])([OH:34])[CH3:33], predict the reaction product. The product is: [OH:13][CH:12]([C:14]1[CH:19]=[CH:18][N:17]=[CH:16][CH:15]=1)[CH2:11][N:7]1[C:8]2[CH:9]=[CH:10][C:2]([CH3:1])=[CH:3][C:4]=2[C:5]2[CH2:23][N:22]([CH2:31][C:32]([CH3:35])([OH:34])[CH3:33])[CH2:21][CH2:20][C:6]1=2.